From a dataset of Peptide-MHC class I binding affinity with 185,985 pairs from IEDB/IMGT. Regression. Given a peptide amino acid sequence and an MHC pseudo amino acid sequence, predict their binding affinity value. This is MHC class I binding data. (1) The peptide sequence is IVLPEKDSW. The MHC is HLA-A32:01 with pseudo-sequence HLA-A32:01. The binding affinity (normalized) is 0.247. (2) The peptide sequence is EVDEGSDMM. The MHC is HLA-A31:01 with pseudo-sequence HLA-A31:01. The binding affinity (normalized) is 0.0847. (3) The peptide sequence is RMYSPVSIL. The MHC is HLA-C15:02 with pseudo-sequence HLA-C15:02. The binding affinity (normalized) is 0.396. (4) The peptide sequence is KPIPHRTVL. The MHC is HLA-A31:01 with pseudo-sequence HLA-A31:01. The binding affinity (normalized) is 0.0847.